Dataset: Forward reaction prediction with 1.9M reactions from USPTO patents (1976-2016). Task: Predict the product of the given reaction. Given the reactants [F:1][C:2]([F:19])([F:18])[S:3]([O:6][C:7]1[CH:16]=[CH:15][C:14]2[C:9](=[CH:10][CH:11]=[CH:12][C:13]=2N)[CH:8]=1)(=[O:5])=[O:4].N([O-])=O.[Na+].[I-:24].[K+], predict the reaction product. The product is: [F:1][C:2]([F:19])([F:18])[S:3]([O:6][C:7]1[CH:16]=[CH:15][C:14]2[C:9](=[CH:10][CH:11]=[CH:12][C:13]=2[I:24])[CH:8]=1)(=[O:5])=[O:4].